From a dataset of Catalyst prediction with 721,799 reactions and 888 catalyst types from USPTO. Predict which catalyst facilitates the given reaction. (1) Reactant: [CH:1]1(B(O)O)[CH2:3][CH2:2]1.[Br:7][C:8]1[CH:13]=[CH:12][C:11]([C:14]([F:17])([F:16])[F:15])=[CH:10][C:9]=1I.P([O-])([O-])([O-])=O.[K+].[K+].[K+]. Product: [Br:7][C:8]1[CH:13]=[CH:12][C:11]([C:14]([F:17])([F:16])[F:15])=[CH:10][C:9]=1[CH:1]1[CH2:3][CH2:2]1. The catalyst class is: 12. (2) Reactant: [NH:1]1[C:10]2[C:5](=[CH:6][CH:7]=[C:8]([C:11]([OH:13])=O)[CH:9]=2)[CH2:4][CH2:3][CH2:2]1.C(OC(O[C:25]([CH3:28])([CH3:27])C)=O)(OC(C)(C)C)=O.[OH-].[Na+]. Product: [CH3:5][CH2:4][CH2:3][CH:2]([NH:1][C:11]([C:8]1[CH:9]=[C:10]2[C:5]([CH2:4][CH2:3][CH2:2][NH:1]2)=[CH:6][CH:7]=1)=[O:13])[CH2:28][CH2:25][CH3:27]. The catalyst class is: 12.